The task is: Predict the reactants needed to synthesize the given product.. This data is from Full USPTO retrosynthesis dataset with 1.9M reactions from patents (1976-2016). (1) Given the product [CH3:1][O:2][C:3]1[CH:8]=[CH:7][C:6]([CH2:9][C:11]2[CH:16]=[CH:15][C:14]([O:17][CH2:18][CH2:19][N:20]3[CH2:25][CH2:24][CH2:23][CH2:22][CH2:21]3)=[CH:13][CH:12]=2)=[C:5]([CH:26]2[CH2:35][CH2:34][C:33]3[C:28](=[CH:29][CH:30]=[C:31]([O:36][CH3:37])[CH:32]=3)[CH2:27]2)[CH:4]=1, predict the reactants needed to synthesize it. The reactants are: [CH3:1][O:2][C:3]1[CH:8]=[CH:7][C:6]([C:9]([C:11]2[CH:16]=[CH:15][C:14]([O:17][CH2:18][CH2:19][N:20]3[CH2:25][CH2:24][CH2:23][CH2:22][CH2:21]3)=[CH:13][CH:12]=2)=O)=[C:5]([C:26]2[CH2:35][CH2:34][C:33]3[C:28](=[CH:29][CH:30]=[C:31]([O:36][CH3:37])[CH:32]=3)[CH:27]=2)[CH:4]=1.COC1C=CC(CC2C=CC(OCCN3CCCCC3)=CC=2)=C(C2CCC3C(=CC=C(OC)C=3)C=2)C=1. (2) Given the product [CH:39]1([C:37]2[N:38]=[C:16]([C:12]3[C:11]4[N:5]5[CH2:4][N:3]=[C:2]([CH3:1])[C:6]5=[CH:7][C:8]5[CH:22]=[N:21][CH:20]=[N:19][C:9]=5[C:10]=4[CH:15]=[CH:14][CH:13]=3)[O:18][N:36]=2)[CH2:41][CH2:40]1, predict the reactants needed to synthesize it. The reactants are: [CH3:1][C:2]1[C:6]2=[CH:7][C:8]3[CH:22]=[N:21][CH:20]=[N:19][C:9]=3[C:10]3[CH:15]=[CH:14][CH:13]=[C:12]([C:16]([OH:18])=O)[C:11]=3[N:5]2[CH2:4][N:3]=1.C(N1C=CN=C1)(N1C=CN=C1)=O.O[NH:36][C:37]([CH:39]1[CH2:41][CH2:40]1)=[NH:38].C(O)(=O)C. (3) The reactants are: [NH2:1]/[C:2](/[C:7]#[N:8])=[C:3](\[NH2:6])/[C:4]#[N:5].[F:9][C:10]1[C:17]([F:18])=[CH:16][CH:15]=[CH:14][C:11]=1[CH:12]=O. Given the product [NH2:6][C:3](=[C:2]([N:1]=[CH:12][C:11]1[CH:14]=[CH:15][CH:16]=[C:17]([F:18])[C:10]=1[F:9])[C:7]#[N:8])[C:4]#[N:5], predict the reactants needed to synthesize it.